Dataset: Catalyst prediction with 721,799 reactions and 888 catalyst types from USPTO. Task: Predict which catalyst facilitates the given reaction. (1) Reactant: [Br:1][C:2]1[CH:10]=[C:9]2[C:5]([CH2:6][CH2:7][NH:8]2)=[CH:4][CH:3]=1.Br[CH2:12][C:13]1[CH:18]=[CH:17][CH:16]=[CH:15][CH:14]=1.C(=O)([O-])[O-].[K+].[K+]. Product: [CH2:12]([N:8]1[C:9]2[C:5](=[CH:4][CH:3]=[C:2]([Br:1])[CH:10]=2)[CH2:6][CH2:7]1)[C:13]1[CH:18]=[CH:17][CH:16]=[CH:15][CH:14]=1. The catalyst class is: 9. (2) Reactant: [NH2:1][C:2]1[CH:7]=[CH:6][C:5]([S:8][C:9]2[C:18]3[C:13](=[CH:14][CH:15]=[CH:16][CH:17]=3)[NH:12]/[C:11](=[C:19]3/[C:20]([CH2:25][CH2:26][CH3:27])=[N:21][NH:22][C:23]/3=[O:24])/[CH:10]=2)=[CH:4][CH:3]=1.[C:28](Cl)(=[O:35])[C:29]1[CH:34]=[CH:33][CH:32]=[CH:31][CH:30]=1. Product: [O:24]=[C:23]1[NH:22][N:21]=[C:20]([CH2:25][CH2:26][CH3:27])/[C:19]/1=[C:11]1/[NH:12][C:13]2[C:18]([C:9]([S:8][C:5]3[CH:4]=[CH:3][C:2]([NH:1][C:28](=[O:35])[C:29]4[CH:34]=[CH:33][CH:32]=[CH:31][CH:30]=4)=[CH:7][CH:6]=3)=[CH:10]/1)=[CH:17][CH:16]=[CH:15][CH:14]=2. The catalyst class is: 1. (3) Reactant: Cl[CH2:2][CH2:3][CH2:4][NH:5][C:6]([NH:8][C:9]1[CH:14]=[C:13]([C:15]2[N:19]3[N:20]=[CH:21][CH:22]=[CH:23][C:18]3=[N:17][C:16]=2[C:24]2[CH:29]=[CH:28][C:27]([F:30])=[C:26]([CH3:31])[CH:25]=2)[CH:12]=[CH:11][N:10]=1)=[O:7].CC(C)([O-])C.[K+]. Product: [F:30][C:27]1[CH:28]=[CH:29][C:24]([C:16]2[N:17]=[C:18]3[CH:23]=[CH:22][CH:21]=[N:20][N:19]3[C:15]=2[C:13]2[CH:12]=[CH:11][N:10]=[C:9]([N:8]3[CH2:2][CH2:3][CH2:4][NH:5][C:6]3=[O:7])[CH:14]=2)=[CH:25][C:26]=1[CH3:31]. The catalyst class is: 7. (4) The catalyst class is: 5. Reactant: C([O:9][C@@H:10]1[CH2:18][C@@H:13]2[O:14][C:15](=[O:17])[CH2:16][C@@H:12]2[C@H:11]1/[CH:19]=[CH:20]/[C:21]([O:28][Si:29]([C:42]([CH3:45])([CH3:44])[CH3:43])([C:36]1[CH:41]=[CH:40][CH:39]=[CH:38][CH:37]=1)[C:30]1[CH:35]=[CH:34][CH:33]=[CH:32][CH:31]=1)([CH3:27])[CH2:22][CH2:23][CH2:24][CH2:25][CH3:26])(=O)C1C=CC=CC=1.C(=O)([O-])[O-].[K+].[K+]. Product: [Si:29]([O:28][C:21]([CH3:27])([CH2:22][CH2:23][CH2:24][CH2:25][CH3:26])/[CH:20]=[CH:19]/[C@@H:11]1[C@@H:12]2[C@@H:13]([O:14][C:15](=[O:17])[CH2:16]2)[CH2:18][C@H:10]1[OH:9])([C:42]([CH3:44])([CH3:45])[CH3:43])([C:36]1[CH:41]=[CH:40][CH:39]=[CH:38][CH:37]=1)[C:30]1[CH:35]=[CH:34][CH:33]=[CH:32][CH:31]=1. (5) Reactant: [NH2:1][C:2]1[CH:25]=[CH:24][C:5]2[C:6]([CH2:9][CH2:10][CH:11]3[CH2:16][CH2:15][N:14]([C:17]([O:19][C:20]([CH3:23])([CH3:22])[CH3:21])=[O:18])[CH2:13][CH2:12]3)=[N:7][O:8][C:4]=2[C:3]=1/[CH:26]=[CH:27]/[CH3:28].NC1C=CC2C(CCC3CCN(C(OC(C)(C)C)=O)CC3)=NOC=2C=1/C=C\C.[C:57]([C:59]1[CH:66]=[CH:65][C:62]([CH:63]=O)=[CH:61][CH:60]=1)#[N:58].[OH-].[Na+].C(=O)(O)[O-].[Na+]. Product: [C:57]([C:59]1[CH:66]=[CH:65][C:62]([CH2:63][NH:1][C:2]2[CH:25]=[CH:24][C:5]3[C:6]([CH2:9][CH2:10][CH:11]4[CH2:16][CH2:15][N:14]([C:17]([O:19][C:20]([CH3:22])([CH3:23])[CH3:21])=[O:18])[CH2:13][CH2:12]4)=[N:7][O:8][C:4]=3[C:3]=2/[CH:26]=[CH:27]/[CH3:28])=[CH:61][CH:60]=1)#[N:58]. The catalyst class is: 130. (6) Reactant: [CH2:1]([O:3][C:4](=[O:24])[C:5]([CH3:23])([CH3:22])[CH:6]([C:8]1[CH:13]=[CH:12][C:11]([O:14][CH2:15][C:16]2[CH:21]=[CH:20][CH:19]=[CH:18][CH:17]=2)=[CH:10][CH:9]=1)O)[CH3:2].C([SiH](CC)CC)C.C(=O)(O)[O-].[Na+]. Product: [CH2:1]([O:3][C:4](=[O:24])[C:5]([CH3:23])([CH3:22])[CH2:6][C:8]1[CH:13]=[CH:12][C:11]([O:14][CH2:15][C:16]2[CH:21]=[CH:20][CH:19]=[CH:18][CH:17]=2)=[CH:10][CH:9]=1)[CH3:2]. The catalyst class is: 2. (7) Reactant: Br[C:2]1[C:3]([NH:9][CH2:10][C:11]([O-:13])=O)=[N:4][CH:5]=[C:6]([Br:8])[N:7]=1.[Na+].[CH2:15]([NH2:17])[CH3:16].P(=O)(O)(O)O. Product: [Br:8][C:6]1[N:7]=[C:2]2[N:17]([CH2:15][CH3:16])[C:11](=[O:13])[CH2:10][NH:9][C:3]2=[N:4][CH:5]=1. The catalyst class is: 6.